Regression. Given a peptide amino acid sequence and an MHC pseudo amino acid sequence, predict their binding affinity value. This is MHC class II binding data. From a dataset of Peptide-MHC class II binding affinity with 134,281 pairs from IEDB. (1) The peptide sequence is YSINNVMDEIDFFEK. The MHC is HLA-DQA10301-DQB10301 with pseudo-sequence HLA-DQA10301-DQB10301. The binding affinity (normalized) is 0.0747. (2) The peptide sequence is GLRRLTTLLRALGAQ. The MHC is DRB5_0101 with pseudo-sequence DRB5_0101. The binding affinity (normalized) is 0.787. (3) The peptide sequence is LHDLKIAIANIIDEI. The MHC is HLA-DPA10201-DPB10501 with pseudo-sequence HLA-DPA10201-DPB10501. The binding affinity (normalized) is 0.188. (4) The peptide sequence is GRIQDLEKYVEDTKI. The MHC is DRB1_0301 with pseudo-sequence DRB1_0301. The binding affinity (normalized) is 0.388.